From a dataset of Reaction yield outcomes from USPTO patents with 853,638 reactions. Predict the reaction yield, written as a fraction of the theoretical maximum amount of product (1.0 means a 100% yield; for example, 0.34 means a 34% yield). The reactants are [Br:1][C:2]1[CH:3]=[CH:4][C:5]2[C:13](=[O:14])[C:12](=[O:15])[C:11]3[N:10]([CH3:16])[C:9]([CH2:17]Br)=[C:8]([C:19]([O:21][CH2:22][CH3:23])=[O:20])[C:7]=3[C:6]=2[CH:24]=1.[CH:25]([NH2:28])([CH3:27])[CH3:26]. The catalyst is C1(C)C=CC=CC=1. The product is [Br:1][C:2]1[CH:3]=[CH:4][C:5]2[C:13](=[O:14])[C:12](=[O:15])[C:11]3[N:10]([CH3:16])[C:9]([CH2:17][NH:28][CH:25]([CH3:27])[CH3:26])=[C:8]([C:19]([O:21][CH2:22][CH3:23])=[O:20])[C:7]=3[C:6]=2[CH:24]=1. The yield is 0.560.